This data is from Full USPTO retrosynthesis dataset with 1.9M reactions from patents (1976-2016). The task is: Predict the reactants needed to synthesize the given product. (1) Given the product [CH:15]([C:16]1[S:18][C:2]2[CH2:3][CH:4]([C:9]([O:11][CH2:12][CH3:13])=[O:10])[CH2:5][CH2:6][C:7]=2[N:17]=1)([CH3:19])[CH3:14], predict the reactants needed to synthesize it. The reactants are: Br[CH:2]1[C:7](=O)[CH2:6][CH2:5][CH:4]([C:9]([O:11][CH2:12][CH3:13])=[O:10])[CH2:3]1.[CH3:14][CH:15]([CH3:19])[C:16](=[S:18])[NH2:17]. (2) Given the product [C:32]([C:15]1[N:14]=[C:13]([C:9]2[CH:10]=[CH:11][CH:12]=[C:7]([CH2:1][CH2:2][CH2:3][CH2:4][CH2:5][CH3:6])[CH:8]=2)[N:17]([CH3:18])[C:16]=1[C:19]([N:21]1[CH2:26][CH2:25][CH:24]([N:27]2[CH2:28][CH2:29][CH2:30][CH2:31]2)[CH2:23][CH2:22]1)=[O:20])#[CH:33], predict the reactants needed to synthesize it. The reactants are: [CH2:1]([C:7]1[CH:8]=[C:9]([C:13]2[N:17]([CH3:18])[C:16]([C:19]([N:21]3[CH2:26][CH2:25][CH:24]([N:27]4[CH2:31][CH2:30][CH2:29][CH2:28]4)[CH2:23][CH2:22]3)=[O:20])=[C:15]([C:32]#[C:33][Si](C)(C)C)[N:14]=2)[CH:10]=[CH:11][CH:12]=1)[CH2:2][CH2:3][CH2:4][CH2:5][CH3:6].C(=O)([O-])[O-].[K+].[K+].Cl. (3) Given the product [Cl:22][C:12]1[CH:13]=[C:14]2[C:9](=[CH:10][CH:11]=1)[N:8]=[C:7]([O:23][CH:24]1[CH2:28][CH2:27][CH2:26][CH2:25]1)[C:6]([C:4]([OH:5])=[O:3])=[C:15]2[C:16]1[CH:17]=[CH:18][CH:19]=[CH:20][CH:21]=1, predict the reactants needed to synthesize it. The reactants are: C([O:3][C:4]([C:6]1[C:7]([O:23][CH:24]2[CH2:28][CH2:27][CH2:26][CH2:25]2)=[N:8][C:9]2[C:14]([C:15]=1[C:16]1[CH:21]=[CH:20][CH:19]=[CH:18][CH:17]=1)=[CH:13][C:12]([Cl:22])=[CH:11][CH:10]=2)=[O:5])C.[OH-].[Na+]. (4) Given the product [C:7]1([CH3:11])[CH:8]=[CH:9][C:4]([C:3]#[C:2][C:24]2[CH:29]=[CH:28][CH:27]=[CH:26][CH:25]=2)=[CH:5][CH:6]=1, predict the reactants needed to synthesize it. The reactants are: [Li+].[C-:2]#[C:3][C:4]1[CH:9]=[CH:8][CH:7]=[CH:6][CH:5]=1.O(B(OC(C)C)OC(C)C)[CH:11](C)C.Br[C:24]1[CH:29]=[CH:28][C:27](C)=[CH:26][CH:25]=1. (5) Given the product [C:52]([NH:5][CH2:6][CH2:7][CH2:8][CH2:9][CH2:10][CH2:11][NH:12][C:13]([C:15]1[CH:20]=[CH:19][C:18]([NH:21][C:22]([N:24]2[CH2:25][C:26]3[C:31](=[CH:30][CH:29]=[CH:28][CH:27]=3)[CH2:32]2)=[O:23])=[CH:17][CH:16]=1)=[O:14])(=[O:57])[C:49]1[CH:50]=[CH:51][CH:46]=[CH:47][CH:48]=1, predict the reactants needed to synthesize it. The reactants are: C(Cl)(=O)C.[NH2:5][CH2:6][CH2:7][CH2:8][CH2:9][CH2:10][CH2:11][NH:12][C:13]([C:15]1[CH:20]=[CH:19][C:18]([NH:21][C:22]([N:24]2[CH2:32][C:31]3[C:26](=[CH:27][CH:28]=[CH:29][CH:30]=3)[CH2:25]2)=[O:23])=[CH:17][CH:16]=1)=[O:14].NC1C=C2C(=CC=1)CN(C(N[C:46]1[CH:51]=[CH:50][C:49]([C:52](=[O:57])NCCC)=[CH:48][CH:47]=1)=O)C2. (6) Given the product [Zn+2:23].[CH3:1][C:2]1[CH:10]=[C:9]([CH2:11][CH2:12][CH2:13][CH2:14][CH2:15][CH2:16][CH2:17][CH3:18])[CH:8]=[C:4]([C:5]([O-:7])=[O:6])[C:3]=1[OH:19].[CH3:1][C:2]1[CH:10]=[C:9]([CH2:11][CH2:12][CH2:13][CH2:14][CH2:15][CH2:16][CH2:17][CH3:18])[CH:8]=[C:4]([C:5]([O-:7])=[O:6])[C:3]=1[OH:19], predict the reactants needed to synthesize it. The reactants are: [CH3:1][C:2]1[CH:10]=[C:9]([CH2:11][CH2:12][CH2:13][CH2:14][CH2:15][CH2:16][CH2:17][CH3:18])[CH:8]=[C:4]([C:5]([OH:7])=[O:6])[C:3]=1[OH:19].[OH-].[Na+].[Cl-].[Zn+2:23].[Cl-]. (7) Given the product [CH3:1][C:2]1[CH:7]=[CH:6][C:5]([S:8]([O:11][CH2:12][C@H:13]2[CH2:22][CH2:21][C:20]3[C:15](=[C:16]([C:23]4[C:24]([Cl:30])=[CH:25][CH:26]=[CH:27][C:28]=4[Cl:29])[CH:17]=[CH:18][CH:19]=3)[O:14]2)(=[O:10])=[O:9])=[CH:4][CH:3]=1, predict the reactants needed to synthesize it. The reactants are: [CH3:1][C:2]1[CH:7]=[CH:6][C:5]([S:8]([O:11][CH2:12][C@H:13]2[CH:22]=[CH:21][C:20]3[C:15](=[C:16]([C:23]4[C:28]([Cl:29])=[CH:27][CH:26]=[CH:25][C:24]=4[Cl:30])[CH:17]=[CH:18][CH:19]=3)[O:14]2)(=[O:10])=[O:9])=[CH:4][CH:3]=1.[H][H].